From a dataset of Reaction yield outcomes from USPTO patents with 853,638 reactions. Predict the reaction yield, written as a fraction of the theoretical maximum amount of product (1.0 means a 100% yield; for example, 0.34 means a 34% yield). The reactants are [CH:1]1[C:13]2[CH:12]([CH2:14][O:15][C:16]([NH:18][CH:19]([C:30](=[O:48])[N:31]3[CH2:36][CH2:35][CH2:34][CH2:33][CH:32]3C3NC=C(C4C=CC=CC=4)N=3)[CH2:20][C:21]3[CH:29]=[CH:28][C:24]([C:25]([OH:27])=O)=[CH:23][CH:22]=3)=[O:17])[C:11]3[C:6](=[CH:7][CH:8]=[CH:9][CH:10]=3)[C:5]=2[CH:4]=[CH:3][CH:2]=1.Cl.CN.C[N:53]1[CH2:58]COCC1.O.ON1[C:65]2[CH:66]=CC=[CH:69][C:64]=2N=N1.Cl.CN(C)[CH2:73][CH2:74][CH2:75][N:76]=[C:77]=[N:78][CH2:79]C. The product is [CH:10]1[C:11]2[CH:12]([CH2:14][O:15][C:16](=[O:17])[NH:18][CH:19]([CH2:20][C:21]3[CH:22]=[CH:23][C:24]([C:25](=[O:27])[NH:53][CH3:58])=[CH:28][CH:29]=3)[C:30](=[O:48])[N:31]3[CH2:36][CH2:35][CH2:34][CH2:33][CH:32]3[C:77]3[NH:78][CH:79]=[C:75]([C:74]4[CH:73]=[CH:66][CH:65]=[CH:64][CH:69]=4)[N:76]=3)[C:13]3[C:5](=[CH:4][CH:3]=[CH:2][CH:1]=3)[C:6]=2[CH:7]=[CH:8][CH:9]=1. The catalyst is CN(C)C=O. The yield is 0.920.